This data is from NCI-60 drug combinations with 297,098 pairs across 59 cell lines. The task is: Regression. Given two drug SMILES strings and cell line genomic features, predict the synergy score measuring deviation from expected non-interaction effect. (1) Drug 1: CC1OCC2C(O1)C(C(C(O2)OC3C4COC(=O)C4C(C5=CC6=C(C=C35)OCO6)C7=CC(=C(C(=C7)OC)O)OC)O)O. Drug 2: C1CC(C1)(C(=O)O)C(=O)O.[NH2-].[NH2-].[Pt+2]. Cell line: M14. Synergy scores: CSS=43.7, Synergy_ZIP=0.0699, Synergy_Bliss=3.65, Synergy_Loewe=4.21, Synergy_HSA=4.22. (2) Drug 1: C1=C(C(=O)NC(=O)N1)F. Drug 2: CCCCCOC(=O)NC1=NC(=O)N(C=C1F)C2C(C(C(O2)C)O)O. Cell line: MDA-MB-231. Synergy scores: CSS=13.5, Synergy_ZIP=-1.00, Synergy_Bliss=-3.41, Synergy_Loewe=-7.41, Synergy_HSA=-1.48. (3) Drug 1: CS(=O)(=O)CCNCC1=CC=C(O1)C2=CC3=C(C=C2)N=CN=C3NC4=CC(=C(C=C4)OCC5=CC(=CC=C5)F)Cl. Drug 2: CS(=O)(=O)OCCCCOS(=O)(=O)C. Cell line: OVCAR-8. Synergy scores: CSS=8.27, Synergy_ZIP=-3.20, Synergy_Bliss=3.56, Synergy_Loewe=-2.35, Synergy_HSA=2.41. (4) Drug 1: CC1=CC2C(CCC3(C2CCC3(C(=O)C)OC(=O)C)C)C4(C1=CC(=O)CC4)C. Drug 2: C(CN)CNCCSP(=O)(O)O. Cell line: SN12C. Synergy scores: CSS=-0.541, Synergy_ZIP=0.303, Synergy_Bliss=-1.32, Synergy_Loewe=-3.19, Synergy_HSA=-4.08.